From a dataset of Full USPTO retrosynthesis dataset with 1.9M reactions from patents (1976-2016). Predict the reactants needed to synthesize the given product. (1) Given the product [C:1]1([CH2:17][CH2:18][CH2:19][CH:20]=[O:21])[C:14]2[C:15]3=[C:16]4[C:11](=[CH:12][CH:13]=2)[CH:10]=[CH:9][CH:8]=[C:7]4[CH:6]=[CH:5][C:4]3=[CH:3][CH:2]=1, predict the reactants needed to synthesize it. The reactants are: [C:1]1([CH2:17][CH2:18][CH2:19][CH2:20][OH:21])[C:14]2[C:15]3=[C:16]4[C:11](=[CH:12][CH:13]=2)[CH:10]=[CH:9][CH:8]=[C:7]4[CH:6]=[CH:5][C:4]3=[CH:3][CH:2]=1.[Cr](Cl)([O-])(=O)=O.[NH+]1C=CC=CC=1. (2) Given the product [CH:1]1([N:6]2[C:14]3[CH:13]=[CH:12][N:11]=[C:10]([O:16][CH3:17])[C:9]=3[C:8](=[O:18])[NH:7]2)[CH2:5][CH2:4][CH2:3][CH2:2]1, predict the reactants needed to synthesize it. The reactants are: [CH:1]1([NH:6][NH:7][C:8](=[O:18])[C:9]2[C:14](I)=[CH:13][CH:12]=[N:11][C:10]=2[O:16][CH3:17])[CH2:5][CH2:4][CH2:3][CH2:2]1.N1CCC[C@H]1C(O)=O.C(=O)([O-])[O-].[K+].[K+].O.